Dataset: Catalyst prediction with 721,799 reactions and 888 catalyst types from USPTO. Task: Predict which catalyst facilitates the given reaction. Product: [CH3:12][O:13][C:14]([C:16]1[S:17][C:18]([C:28]#[C:29][C:30]([CH3:33])([CH3:32])[CH3:31])=[CH:19][C:20]=1[N:21]([C:4](=[O:5])[C:3]1[CH:7]=[CH:8][C:9]([Cl:11])=[CH:10][C:2]=1[Cl:1])[CH:22]1[CH2:27][CH2:26][O:25][CH2:24][CH2:23]1)=[O:15]. Reactant: [Cl:1][C:2]1[CH:10]=[C:9]([Cl:11])[CH:8]=[CH:7][C:3]=1[C:4](Cl)=[O:5].[CH3:12][O:13][C:14]([C:16]1[S:17][C:18]([C:28]#[C:29][C:30]([CH3:33])([CH3:32])[CH3:31])=[CH:19][C:20]=1[NH:21][CH:22]1[CH2:27][CH2:26][O:25][CH2:24][CH2:23]1)=[O:15]. The catalyst class is: 576.